Predict the reactants needed to synthesize the given product. From a dataset of Full USPTO retrosynthesis dataset with 1.9M reactions from patents (1976-2016). (1) Given the product [CH2:1]([NH:3][S:4]([C:7]1[C:12]([Cl:13])=[CH:11][CH:10]=[C:9]([NH2:14])[C:8]=1[OH:17])(=[O:5])=[O:6])[CH3:2], predict the reactants needed to synthesize it. The reactants are: [CH2:1]([NH:3][S:4]([C:7]1[C:12]([Cl:13])=[CH:11][CH:10]=[C:9]([N+:14]([O-])=O)[C:8]=1[OH:17])(=[O:6])=[O:5])[CH3:2].[H][H]. (2) Given the product [OH:33][CH:30]1[CH2:31][CH2:32][N:28]([CH2:20][C:17]2[CH:16]=[CH:15][C:14]([C:11]3[CH:12]=[CH:13][C:8]([CH2:7][N:6]4[CH2:5][C:4]5([CH2:22][CH2:23][CH2:24][CH2:25][CH2:26]5)[O:3][C:2]4=[O:1])=[CH:9][CH:10]=3)=[CH:19][CH:18]=2)[CH2:29]1, predict the reactants needed to synthesize it. The reactants are: [O:1]=[C:2]1[N:6]([CH2:7][C:8]2[CH:13]=[CH:12][C:11]([C:14]3[CH:19]=[CH:18][C:17]([CH:20]=O)=[CH:16][CH:15]=3)=[CH:10][CH:9]=2)[CH2:5][C:4]2([CH2:26][CH2:25][CH2:24][CH2:23][CH2:22]2)[O:3]1.Cl.[NH:28]1[CH2:32][CH2:31][C@@H:30]([OH:33])[CH2:29]1.[BH-](OC(C)=O)(OC(C)=O)OC(C)=O.[Na+]. (3) Given the product [C:25]([O:24][C:22]([NH:21][C:18]1[CH:17]=[CH:16][C:15]([CH2:14][CH2:13][O:12][C:9]2[CH:10]=[CH:11][C:6]([CH2:5][CH:4]([O:29][CH2:30][C:31]([F:32])([F:33])[F:34])[C:3]([OH:35])=[O:2])=[CH:7][CH:8]=2)=[CH:20][CH:19]=1)=[O:23])([CH3:28])([CH3:26])[CH3:27], predict the reactants needed to synthesize it. The reactants are: C[O:2][C:3](=[O:35])[CH:4]([O:29][CH2:30][C:31]([F:34])([F:33])[F:32])[CH2:5][C:6]1[CH:11]=[CH:10][C:9]([O:12][CH2:13][CH2:14][C:15]2[CH:20]=[CH:19][C:18]([NH:21][C:22]([O:24][C:25]([CH3:28])([CH3:27])[CH3:26])=[O:23])=[CH:17][CH:16]=2)=[CH:8][CH:7]=1.[OH-].[Li+]. (4) Given the product [F:33][C:34]1[CH:66]=[C:65]([F:67])[CH:64]=[CH:63][C:35]=1[C:36]([NH:38][C:39]1[CH:44]=[CH:43][C:42]([C:45]2[CH:53]=[C:52]3[C:48]([CH2:49][N:50]([C@@H:55]([CH:60]([CH3:62])[CH3:61])[C:56]([OH:58])=[O:57])[C:51]3=[O:54])=[CH:47][CH:46]=2)=[CH:41][CH:40]=1)=[O:37], predict the reactants needed to synthesize it. The reactants are: C(NC1C=CC(C2C=C3C(CN([C@@H](C(C)C)C(O)=O)C3=O)=CC=2)=CC=1)(=O)C1C=CC=CC=1.[F:33][C:34]1[CH:66]=[C:65]([F:67])[CH:64]=[CH:63][C:35]=1[C:36]([NH:38][C:39]1[CH:44]=[CH:43][C:42]([C:45]2[CH:53]=[C:52]3[C:48]([CH2:49][N:50]([C@@H:55]([CH:60]([CH3:62])[CH3:61])[C:56]([O:58]C)=[O:57])[C:51]3=[O:54])=[CH:47][CH:46]=2)=[CH:41][CH:40]=1)=[O:37].